Binary Classification. Given a drug SMILES string, predict its activity (active/inactive) in a high-throughput screening assay against a specified biological target. From a dataset of HIV replication inhibition screening data with 41,000+ compounds from the AIDS Antiviral Screen. (1) The compound is Nn1nnc2ccccc21. The result is 0 (inactive). (2) The molecule is COC1=CC(=O)C2C(C)C(c3ccc(OC)c(OC)c3)C2C1=O. The result is 0 (inactive). (3) The molecule is CCOC(=O)C(=Cc1ccc(N(C)C)cc1)P(=O)(OCC)OCC. The result is 0 (inactive).